Dataset: Full USPTO retrosynthesis dataset with 1.9M reactions from patents (1976-2016). Task: Predict the reactants needed to synthesize the given product. Given the product [ClH:33].[C:20]([OH:22])(=[O:21])[C:19]1[CH:23]=[CH:24][CH:16]=[CH:17][CH:18]=1, predict the reactants needed to synthesize it. The reactants are: Br.Br.OC1C=C(N2CCN([C:16]3[CH:24]=[CH:23][C:19]([C:20]([OH:22])=[O:21])=[CH:18][CH:17]=3)CC2)C=CC=1.BrCCCCCC.O.[ClH:33].